From a dataset of Reaction yield outcomes from USPTO patents with 853,638 reactions. Predict the reaction yield, written as a fraction of the theoretical maximum amount of product (1.0 means a 100% yield; for example, 0.34 means a 34% yield). (1) The reactants are Br[C:2]1[CH:3]=[C:4]([CH:6]=[CH:7][C:8]=1[O:9][C:10]1[CH:15]=[CH:14][C:13]([F:16])=[CH:12][C:11]=1[F:17])[NH2:5].[CH3:18][C:19]1([CH3:35])[C:23]([CH3:25])([CH3:24])[O:22][B:21]([B:21]2[O:22][C:23]([CH3:25])([CH3:24])[C:19]([CH3:35])([CH3:18])[O:20]2)[O:20]1.CC([O-])=O.[K+]. The catalyst is O1CCOCC1.C1C=CC(P(C2C=CC=CC=2)[C-]2C=CC=C2)=CC=1.C1C=CC(P(C2C=CC=CC=2)[C-]2C=CC=C2)=CC=1.Cl[Pd]Cl.[Fe+2]. The product is [F:17][C:11]1[CH:12]=[C:13]([F:16])[CH:14]=[CH:15][C:10]=1[O:9][C:8]1[CH:7]=[CH:6][C:4]([NH2:5])=[CH:3][C:2]=1[B:21]1[O:22][C:23]([CH3:25])([CH3:24])[C:19]([CH3:35])([CH3:18])[O:20]1. The yield is 0.560. (2) The reactants are [Br:1][C:2]1[CH:3]=[N:4][C:5](Cl)=[N:6][CH:7]=1.[F:9][C:10]([F:17])([F:16])[C:11]1[CH:12]=[N:13][NH:14][CH:15]=1.C(=O)([O-])[O-].[K+].[K+].CN(C)C=O. The catalyst is O.C(OCC)(=O)C. The product is [Br:1][C:2]1[CH:3]=[N:4][C:5]([N:13]2[CH:12]=[C:11]([C:10]([F:17])([F:16])[F:9])[CH:15]=[N:14]2)=[N:6][CH:7]=1. The yield is 0.990. (3) The reactants are [Br:1][C:2]1[C:3]([C:23]2[CH:28]=[CH:27][C:26]([Cl:29])=[CH:25][CH:24]=2)=[CH:4][C:5]([NH:8][NH:9][C:10](=O)[CH2:11][C:12]2[CH:13]=[N:14][C:15]([C:18]([F:21])([F:20])[F:19])=[CH:16][CH:17]=2)=[N:6][CH:7]=1. The catalyst is FC(C1C=CC=CC=1)(F)F. The product is [Br:1][C:2]1[C:3]([C:23]2[CH:28]=[CH:27][C:26]([Cl:29])=[CH:25][CH:24]=2)=[CH:4][C:5]2[N:6]([C:10]([CH2:11][C:12]3[CH:13]=[N:14][C:15]([C:18]([F:21])([F:20])[F:19])=[CH:16][CH:17]=3)=[N:9][N:8]=2)[CH:7]=1. The yield is 0.900. (4) The reactants are [CH3:1][C:2]1([CH3:39])[CH2:10][C:9]2[N:8]([C:11]3[CH:19]=[CH:18][C:14]([C:15]([NH2:17])=[O:16])=[C:13]([NH:20][C@H:21]4[CH2:26][CH2:25][C@H:24]([O:27]C5CCCCO5)[CH2:23][CH2:22]4)[CH:12]=3)[N:7]=[C:6]([C:34]([F:37])([F:36])[F:35])[C:5]=2[C:4](=[O:38])[CH2:3]1.C1(C)C=CC(S([O-])(=O)=O)=CC=1.[NH+]1C=CC=CC=1. The catalyst is CCO. The product is [CH3:1][C:2]1([CH3:39])[CH2:10][C:9]2[N:8]([C:11]3[CH:19]=[CH:18][C:14]([C:15]([NH2:17])=[O:16])=[C:13]([NH:20][C@H:21]4[CH2:22][CH2:23][C@H:24]([OH:27])[CH2:25][CH2:26]4)[CH:12]=3)[N:7]=[C:6]([C:34]([F:36])([F:37])[F:35])[C:5]=2[C:4](=[O:38])[CH2:3]1. The yield is 0.850. (5) The reactants are [CH2:1]([O:3][C:4]([C:6]1[NH:7][CH:8]=[CH:9][CH:10]=1)=[O:5])[CH3:2].[Cl-].[Al+3].[Cl-].[Cl-].[CH:15]1([CH2:20][CH2:21][C:22](Cl)=[O:23])[CH2:19][CH2:18][CH2:17][CH2:16]1. The catalyst is ClC(Cl)C. The product is [CH2:1]([O:3][C:4]([C:6]1[NH:7][CH:8]=[C:9]([C:22](=[O:23])[CH2:21][CH2:20][CH:15]2[CH2:19][CH2:18][CH2:17][CH2:16]2)[CH:10]=1)=[O:5])[CH3:2]. The yield is 0.656. (6) The reactants are [Br:1][C:2]1[CH:3]=[N:4][CH:5]=[C:6]([O:8][CH2:9][CH3:10])[CH:7]=1.C1C=C(Cl)C=C(C(OO)=[O:19])C=1. The catalyst is C(Cl)Cl. The product is [Br:1][C:2]1[CH:3]=[N+:4]([O-:19])[CH:5]=[C:6]([O:8][CH2:9][CH3:10])[CH:7]=1. The yield is 0.630. (7) The reactants are [NH2:1][C:2]1[CH:3]=[N:4][CH:5]=[CH:6][CH:7]=1.Cl[C:9]([O:11][C:12]1[CH:17]=[CH:16][CH:15]=[CH:14][CH:13]=1)=[O:10]. No catalyst specified. The product is [N:4]1[CH:5]=[CH:6][CH:7]=[C:2]([NH:1][C:9](=[O:10])[O:11][C:12]2[CH:17]=[CH:16][CH:15]=[CH:14][CH:13]=2)[CH:3]=1. The yield is 0.620. (8) The reactants are [NH2:1][C:2]1[CH:11]=[CH:10][C:9]2[NH:8][C:7](=[O:12])[C:6]3[NH:13][CH:14]=[CH:15][C:5]=3[C:4]=2[CH:3]=1.Cl.[CH2:17]([C:19]([OH:21])=[O:20])[CH3:18].[CH3:22][O:23][C:24]1[CH:25]=[C:26]([S:30](Cl)(=[O:32])=[O:31])[CH:27]=[CH:28][CH:29]=1. No catalyst specified. The product is [CH3:22][O:23][C:24]1[CH:25]=[C:26]([S:30]([NH:1][C:2]2[CH:11]=[CH:10][C:9]3[NH:8][C:7](=[O:12])[C:6]4[NH:13][CH:14]=[CH:15][C:5]=4[C:4]=3[CH:3]=2)(=[O:32])=[O:31])[CH:27]=[CH:28][CH:29]=1.[CH2:17]([C:19]([O-:21])=[O:20])[CH3:18]. The yield is 0.250. (9) The reactants are FC(F)(F)S(O[C:7]1=[CH:8][CH:9]([O:24][Si:25]([C:38]([CH3:41])([CH3:40])[CH3:39])([C:32]2[CH:37]=[CH:36][CH:35]=[CH:34][CH:33]=2)[C:26]2[CH:31]=[CH:30][CH:29]=[CH:28][CH:27]=2)[CH2:10][CH2:11][C:12]2[C:17]([O:18][CH3:19])=[C:16]([O:20][CH3:21])[C:15]([O:22][CH3:23])=[CH:14][C:13]1=2)(=O)=O.[Si:44]([O:51][C:52]1[CH:53]=[C:54](B(O)O)[CH:55]=[CH:56][C:57]=1[O:58][CH3:59])([C:47]([CH3:50])([CH3:49])[CH3:48])([CH3:46])[CH3:45].C([O-])([O-])=O.[K+].[K+]. The catalyst is C1(C)C=CC=CC=1.C(O)C.O. The product is [Si:25]([O:24][CH:9]1[CH2:10][CH2:11][C:12]2[C:17]([O:18][CH3:19])=[C:16]([O:20][CH3:21])[C:15]([O:22][CH3:23])=[CH:14][C:13]=2[C:7]([C:54]2[CH:55]=[CH:56][C:57]([O:58][CH3:59])=[C:52]([CH:53]=2)[O:51][Si:44]([C:47]([CH3:48])([CH3:49])[CH3:50])([CH3:45])[CH3:46])=[CH:8]1)([C:38]([CH3:39])([CH3:41])[CH3:40])([C:32]1[CH:33]=[CH:34][CH:35]=[CH:36][CH:37]=1)[C:26]1[CH:27]=[CH:28][CH:29]=[CH:30][CH:31]=1. The yield is 1.00. (10) The reactants are [CH3:1][C:2]1[NH:3][C:4]2[C:9]([C:10]=1[CH3:11])=[CH:8][CH:7]=[CH:6][C:5]=2[C:12]([OH:14])=O.[CH3:15][N:16]1[C:20]([C:21]2[CH:22]=[C:23]([CH:25]=[CH:26][CH:27]=2)[NH2:24])=[CH:19][N:18]=[C:17]1[CH3:28].Cl.C(N=C=NCCCN(C)C)C. The catalyst is ClCCl.CN(C)C1C=CN=CC=1. The product is [CH3:15][N:16]1[C:20]([C:21]2[CH:22]=[C:23]([NH:24][C:12]([C:5]3[CH:6]=[CH:7][CH:8]=[C:9]4[C:4]=3[NH:3][C:2]([CH3:1])=[C:10]4[CH3:11])=[O:14])[CH:25]=[CH:26][CH:27]=2)=[CH:19][N:18]=[C:17]1[CH3:28]. The yield is 0.408.